From a dataset of Full USPTO retrosynthesis dataset with 1.9M reactions from patents (1976-2016). Predict the reactants needed to synthesize the given product. (1) The reactants are: C(=O)([O-])[O-].[K+].[K+].[CH3:7]I.[N+:9]([C:12]1[CH:17]=[CH:16][CH:15]=[CH:14][C:13]=1[S:18]([NH:21][C:22]1[CH:23]=[C:24]([S:28]([OH:31])(=[O:30])=[O:29])[CH:25]=[CH:26][CH:27]=1)(=[O:20])=[O:19])([O-:11])=[O:10]. Given the product [CH3:7][N:21]([S:18]([C:13]1[CH:14]=[CH:15][CH:16]=[CH:17][C:12]=1[N+:9]([O-:11])=[O:10])(=[O:20])=[O:19])[C:22]1[CH:23]=[C:24]([S:28]([OH:31])(=[O:30])=[O:29])[CH:25]=[CH:26][CH:27]=1, predict the reactants needed to synthesize it. (2) Given the product [Cl:1][C:2]1[N:3]=[C:4]([NH:20][CH2:19][C:18]([F:22])([F:21])[F:17])[C:5]2[O:10][CH:9]=[CH:8][C:6]=2[N:7]=1, predict the reactants needed to synthesize it. The reactants are: [Cl:1][C:2]1[N:3]=[C:4](Cl)[C:5]2[O:10][CH:9]=[CH:8][C:6]=2[N:7]=1.CN(C=O)C.[F:17][C:18]([F:22])([F:21])[CH2:19][NH2:20]. (3) Given the product [CH:29]1([N:26]2[CH2:25][CH2:24][CH:23]([O:22][C:18]3[CH:19]=[C:20]4[C:15](=[CH:16][CH:17]=3)[CH2:14][C:11]3([CH2:10][CH2:9][NH:8][CH2:13][CH2:12]3)[CH2:21]4)[CH2:28][CH2:27]2)[CH2:32][CH2:31][CH2:30]1, predict the reactants needed to synthesize it. The reactants are: C([N:8]1[CH2:13][CH2:12][C:11]2([CH2:21][C:20]3[C:15](=[CH:16][CH:17]=[C:18]([O:22][CH:23]4[CH2:28][CH2:27][N:26]([CH:29]5[CH2:32][CH2:31][CH2:30]5)[CH2:25][CH2:24]4)[CH:19]=3)[CH2:14]2)[CH2:10][CH2:9]1)C1C=CC=CC=1. (4) Given the product [CH2:8]([O:28][CH:29]([CH2:54][CH3:55])[C:30]([NH:32][C@@H:33]([CH2:50][CH:51]([CH3:53])[CH3:52])[C:34]([O:36][C:37]1[CH:49]=[CH:48][CH:47]=[CH:46][C:38]=1[C:39]([OH:41])=[O:40])=[O:35])=[O:31])[CH2:9][CH2:10][CH2:11]/[CH:12]=[CH:13]\[CH2:14]/[CH:15]=[CH:16]\[CH2:17]/[CH:18]=[CH:19]\[CH2:20]/[CH:21]=[CH:22]\[CH2:23]/[CH:24]=[CH:25]\[CH2:26][CH3:27], predict the reactants needed to synthesize it. The reactants are: C(O)(C(F)(F)F)=O.[CH2:8]([O:28][CH:29]([CH2:54][CH3:55])[C:30]([NH:32][C@@H:33]([CH2:50][CH:51]([CH3:53])[CH3:52])[C:34]([O:36][C:37]1[CH:49]=[CH:48][CH:47]=[CH:46][C:38]=1[C:39]([O:41]C(C)(C)C)=[O:40])=[O:35])=[O:31])[CH2:9][CH2:10][CH2:11]/[CH:12]=[CH:13]\[CH2:14]/[CH:15]=[CH:16]\[CH2:17]/[CH:18]=[CH:19]\[CH2:20]/[CH:21]=[CH:22]\[CH2:23]/[CH:24]=[CH:25]\[CH2:26][CH3:27].C1(C)C=CC=CC=1. (5) Given the product [Cl:1][C:2]1[CH:7]=[CH:6][CH:5]=[C:4]([Cl:8])[C:3]=1[NH:9][C:10]([NH:12][C:13]1[C:14]2[S:21][CH:20]=[CH:19][C:15]=2[N:16]=[CH:17][N:18]=1)=[O:11], predict the reactants needed to synthesize it. The reactants are: [Cl:1][C:2]1[CH:7]=[CH:6][CH:5]=[C:4]([Cl:8])[C:3]=1[N:9]=[C:10]=[O:11].[NH2:12][C:13]1[C:14]2[S:21][CH:20]=[CH:19][C:15]=2[N:16]=[CH:17][N:18]=1. (6) Given the product [CH:36]1([N:28]2[C:26]3[N:27]=[C:22]([NH:21][C:2]4[N:7]=[N:6][C:5]([N:8]5[CH2:13][CH2:12][N:11]([C:14]([O:16][C:17]([CH3:20])([CH3:19])[CH3:18])=[O:15])[CH2:10][CH2:9]5)=[CH:4][CH:3]=4)[N:23]=[CH:24][C:25]=3[C:30]3[CH:31]=[CH:32][NH:33][C:34](=[O:35])[C:29]2=3)[CH2:37][CH2:38][CH2:39][CH2:40]1, predict the reactants needed to synthesize it. The reactants are: Cl[C:2]1[N:7]=[N:6][C:5]([N:8]2[CH2:13][CH2:12][N:11]([C:14]([O:16][C:17]([CH3:20])([CH3:19])[CH3:18])=[O:15])[CH2:10][CH2:9]2)=[CH:4][CH:3]=1.[NH2:21][C:22]1[N:23]=[CH:24][C:25]2[C:30]3[CH:31]=[CH:32][NH:33][C:34](=[O:35])[C:29]=3[N:28]([CH:36]3[CH2:40][CH2:39][CH2:38][CH2:37]3)[C:26]=2[N:27]=1.CC1(C)C2C(=C(P(C3C=CC=CC=3)C3C=CC=CC=3)C=CC=2)OC2C(P(C3C=CC=CC=3)C3C=CC=CC=3)=CC=CC1=2.CC(C)([O-])C.[Na+].